Dataset: Reaction yield outcomes from USPTO patents with 853,638 reactions. Task: Predict the reaction yield, written as a fraction of the theoretical maximum amount of product (1.0 means a 100% yield; for example, 0.34 means a 34% yield). (1) The reactants are C(OC([N:8]1[CH2:13][CH2:12][CH:11]([C:14]([N:16]2[CH2:22][C:21]3[CH:23]=[CH:24][C:25]([C:27]([O:29][CH3:30])=[O:28])=[CH:26][C:20]=3[O:19][CH2:18][C@@H:17]2[CH3:31])=[O:15])[CH2:10][CH2:9]1)=O)(C)(C)C.C(O)(C(F)(F)F)=O. The catalyst is C(Cl)Cl. The product is [CH3:31][C@@H:17]1[N:16]([C:14]([CH:11]2[CH2:10][CH2:9][NH:8][CH2:13][CH2:12]2)=[O:15])[CH2:22][C:21]2[CH:23]=[CH:24][C:25]([C:27]([O:29][CH3:30])=[O:28])=[CH:26][C:20]=2[O:19][CH2:18]1. The yield is 0.940. (2) No catalyst specified. The reactants are Cl[C:2]1[C:7]([C:8]#[N:9])=[CH:6][N:5]=[C:4]2[C:10]3[CH:16]=[C:15]([N+:17]([O-:19])=[O:18])[CH:14]=[CH:13][C:11]=3[S:12][C:3]=12.C(OCCO)C.Cl.N1C=CC=CC=1.[Br:33][C:34]1[CH:35]=[C:36]([CH:38]=[CH:39][CH:40]=1)[NH2:37]. The product is [Br:33][C:34]1[CH:35]=[C:36]([CH:38]=[CH:39][CH:40]=1)[NH:37][C:2]1[C:7]([C:8]#[N:9])=[CH:6][N:5]=[C:4]2[C:10]3[CH:16]=[C:15]([N+:17]([O-:19])=[O:18])[CH:14]=[CH:13][C:11]=3[S:12][C:3]=12. The yield is 0.620. (3) The reactants are [C:1]([O:5][C:6]([N:8]1[CH2:13][CH2:12][N:11]([C:14]2[CH:19]=[CH:18][C:17]([C:20]3[CH:21]=[C:22]4[C:28](I)=[CH:27][N:26]([C:30]([O:32][C:33]([CH3:36])([CH3:35])[CH3:34])=[O:31])[C:23]4=[N:24][CH:25]=3)=[CH:16][C:15]=2[NH:37][S:38]([CH3:41])(=[O:40])=[O:39])[CH2:10][CH2:9]1)=[O:7])([CH3:4])([CH3:3])[CH3:2].[F:42][C:43]1[CH:44]=[C:45]([CH:61]=[CH:62][CH:63]=1)[CH2:46][N:47]1[CH:51]=[C:50](B2OC(C)(C)C(C)(C)O2)[CH:49]=[N:48]1.C(=O)([O-])[O-].[Na+].[Na+]. The catalyst is C1(C)C=CC=CC=1.C(O)C.O.Cl[Pd](Cl)([P](C1C=CC=CC=1)(C1C=CC=CC=1)C1C=CC=CC=1)[P](C1C=CC=CC=1)(C1C=CC=CC=1)C1C=CC=CC=1. The product is [C:1]([O:5][C:6]([N:8]1[CH2:13][CH2:12][N:11]([C:14]2[CH:19]=[CH:18][C:17]([C:20]3[CH:21]=[C:22]4[C:28]([C:50]5[CH:49]=[N:48][N:47]([CH2:46][C:45]6[CH:61]=[CH:62][CH:63]=[C:43]([F:42])[CH:44]=6)[CH:51]=5)=[CH:27][N:26]([C:30]([O:32][C:33]([CH3:36])([CH3:35])[CH3:34])=[O:31])[C:23]4=[N:24][CH:25]=3)=[CH:16][C:15]=2[NH:37][S:38]([CH3:41])(=[O:40])=[O:39])[CH2:10][CH2:9]1)=[O:7])([CH3:4])([CH3:3])[CH3:2]. The yield is 0.187. (4) The reactants are [CH3:1][CH:2]([CH3:38])[C@@H:3]([NH:30]C(=O)OC(C)(C)C)[C:4]([N:6]1[CH2:11][CH2:10][N:9]([C:12]2[CH:17]=[CH:16][N:15]=[C:14]3[NH:18][CH:19]=[C:20]([NH:21][C:22](=[O:29])[C:23]4[CH:28]=[CH:27][CH:26]=[N:25][CH:24]=4)[C:13]=23)[CH2:8][CH2:7]1)=[O:5].C(O)(C(F)(F)F)=O. The catalyst is C(Cl)Cl. The product is [NH2:30][C@H:3]([CH:2]([CH3:38])[CH3:1])[C:4]([N:6]1[CH2:7][CH2:8][N:9]([C:12]2[CH:17]=[CH:16][N:15]=[C:14]3[NH:18][CH:19]=[C:20]([NH:21][C:22](=[O:29])[C:23]4[CH:28]=[CH:27][CH:26]=[N:25][CH:24]=4)[C:13]=23)[CH2:10][CH2:11]1)=[O:5]. The yield is 0.630. (5) The reactants are [NH2:1][C:2]1[N:12]([C:13]2[CH:18]=[CH:17][C:16]([CH2:19][CH2:20][NH:21][C:22]([NH:24][S:25]([C:28]3[CH:33]=[CH:32][C:31]([CH3:34])=[CH:30][CH:29]=3)(=[O:27])=[O:26])=[O:23])=[CH:15][CH:14]=2)[C:5]2=[N:6][C:7]([CH3:11])=[CH:8][C:9]([CH3:10])=[C:4]2[N:3]=1.[CH3:35][C:36](OC(C)=O)=[O:37]. The catalyst is N1C=CC=CC=1. The product is [CH3:11][C:7]1[N:6]=[C:5]2[N:12]([C:13]3[CH:14]=[CH:15][C:16]([CH2:19][CH2:20][NH:21][C:22]([NH:24][S:25]([C:28]4[CH:33]=[CH:32][C:31]([CH3:34])=[CH:30][CH:29]=4)(=[O:27])=[O:26])=[O:23])=[CH:17][CH:18]=3)[C:2]([NH:1][C:36](=[O:37])[CH3:35])=[N:3][C:4]2=[C:9]([CH3:10])[CH:8]=1. The yield is 0.0500. (6) The reactants are [C:1]([NH:5][C:6]1[NH:7][C:8]2[CH:14]=[CH:13][CH:12]=[CH:11][C:9]=2[N:10]=1)([O:3][CH3:4])=[O:2].[Cl:15][S:16](O)(=[O:18])=[O:17]. No catalyst specified. The product is [Cl:15][S:16]([C:13]1[CH:12]=[CH:11][C:9]2[N:10]=[C:6]([NH:5][C:1]([O:3][CH3:4])=[O:2])[NH:7][C:8]=2[CH:14]=1)(=[O:18])=[O:17]. The yield is 0.780. (7) The reactants are F[C:2]1[C:7]([F:8])=[CH:6][C:5]([I:9])=[CH:4][N:3]=1.[CH3:10][C:11]1([CH3:17])[CH2:15][NH:14][C:13](=[O:16])[NH:12]1.C(=O)([O-])[O-].[Cs+].[Cs+]. The catalyst is C1(C)C=CC=CC=1. The product is [F:8][C:7]1[C:2]([N:14]2[CH2:15][C:11]([CH3:17])([CH3:10])[NH:12][C:13]2=[O:16])=[N:3][CH:4]=[C:5]([I:9])[CH:6]=1. The yield is 0.490.